This data is from Reaction yield outcomes from USPTO patents with 853,638 reactions. The task is: Predict the reaction yield, written as a fraction of the theoretical maximum amount of product (1.0 means a 100% yield; for example, 0.34 means a 34% yield). (1) The reactants are [C:1]([NH2:10])(=[O:9])[C:2]1[C:3](=[CH:5][CH:6]=[CH:7][CH:8]=1)[NH2:4].N1C=CC=N[C:12]=1[O:17][C:18]1[CH:25]=[CH:24][C:21]([CH:22]=O)=[CH:20][CH:19]=1.[CH3:26][O:27]C1C=C(OC)C=C2C=1C(=O)NC(C1C=CC=CN=1)=N2. No catalyst specified. The product is [O:17]1[CH2:12][CH2:26][O:27][C:25]2[CH:24]=[C:21]([C:22]3[NH:10][C:1](=[O:9])[C:2]4[C:3](=[CH:5][CH:6]=[CH:7][CH:8]=4)[N:4]=3)[CH:20]=[CH:19][C:18]1=2. The yield is 0.720. (2) The reactants are [Cl:1][C:2]1[CH:8]=[C:7](I)[CH:6]=[CH:5][C:3]=1[NH2:4].[CH3:10][PH:11](=[O:13])[CH3:12].P([O-])([O-])([O-])=O.[K+].[K+].[K+]. The catalyst is CN(C=O)C.C([O-])(=O)C.[Pd+2].C([O-])(=O)C.CC1(C)C2C(=C(P(C3C=CC=CC=3)C3C=CC=CC=3)C=CC=2)OC2C(P(C3C=CC=CC=3)C3C=CC=CC=3)=CC=CC1=2. The product is [Cl:1][C:2]1[CH:8]=[C:7]([P:11]([CH3:12])([CH3:10])=[O:13])[CH:6]=[CH:5][C:3]=1[NH2:4]. The yield is 0.830. (3) The reactants are CC([O-])(C)C.[K+].CC1C=CC(S([CH2:17][N+:18]#[C-])(=O)=O)=CC=1.[CH2:20]([O:27][C:28]1[CH:29]=[C:30]([CH:33]=[CH:34][C:35]=1[O:36][CH3:37])[CH:31]=O)[C:21]1[CH:26]=[CH:25][CH:24]=[CH:23][CH:22]=1.CO. The catalyst is C1COCC1.O. The product is [CH2:20]([O:27][C:28]1[CH:29]=[C:30]([CH2:31][C:17]#[N:18])[CH:33]=[CH:34][C:35]=1[O:36][CH3:37])[C:21]1[CH:26]=[CH:25][CH:24]=[CH:23][CH:22]=1. The yield is 0.480. (4) The reactants are [F:1][C:2]1[CH:7]=[CH:6][CH:5]=[C:4]([F:8])[C:3]=1[N:9]1[C:14]2[N:15]=[C:16]([NH:27][CH2:28][CH2:29][C:30]([NH:32][OH:33])=[NH:31])[N:17]=[C:18]([C:19]3[CH:24]=[CH:23][C:22]([F:25])=[CH:21][C:20]=3[CH3:26])[C:13]=2[CH:12]=[CH:11][C:10]1=[O:34].N1C=CC=CC=1.Cl[C:42](OCC(CC)CCCC)=[O:43]. The catalyst is O. The product is [F:1][C:2]1[CH:7]=[CH:6][CH:5]=[C:4]([F:8])[C:3]=1[N:9]1[C:14]2[N:15]=[C:16]([NH:27][CH2:28][CH2:29][C:30]3[NH:31][C:42](=[O:43])[O:33][N:32]=3)[N:17]=[C:18]([C:19]3[CH:24]=[CH:23][C:22]([F:25])=[CH:21][C:20]=3[CH3:26])[C:13]=2[CH:12]=[CH:11][C:10]1=[O:34]. The yield is 0.280. (5) The reactants are [Cl:1][C:2]1[N:7]=[C:6]([C:8]2[CH:13]=[CH:12][C:11]([OH:14])=[CH:10][CH:9]=2)[CH:5]=[CH:4][N:3]=1.Cl.Cl[CH2:17][CH2:18][N:19]1[CH2:24][CH2:23][O:22][CH2:21][CH2:20]1.[I-].[K+].C(=O)([O-])[O-].[K+].[K+]. The catalyst is CC(C)=O. The product is [Cl:1][C:2]1[N:7]=[C:6]([C:8]2[CH:13]=[CH:12][C:11]([O:14][CH2:17][CH2:18][N:19]3[CH2:24][CH2:23][O:22][CH2:21][CH2:20]3)=[CH:10][CH:9]=2)[CH:5]=[CH:4][N:3]=1. The yield is 0.960. (6) The yield is 0.0400. The reactants are [O:1]1[CH2:6][CH2:5][CH:4]([N:7]2[CH2:11][CH2:10][NH:9][C:8]2=[O:12])[CH2:3][CH2:2]1.N1C=CC=CC=1.[C:19](Cl)(Cl)=[O:20].[CH2:23]([C:25]1[N:30]=[C:29]([NH2:31])[CH:28]=[CH:27][C:26]=1[O:32][C:33]1[CH:38]=[CH:37][N:36]=[C:35]([C:39]2[CH:44]=[CH:43][N:42]=[C:41]([CH3:45])[CH:40]=2)[CH:34]=1)[CH3:24]. The product is [CH2:23]([C:25]1[N:30]=[C:29]([NH:31][C:19]([N:9]2[CH2:10][CH2:11][N:7]([CH:4]3[CH2:3][CH2:2][O:1][CH2:6][CH2:5]3)[C:8]2=[O:12])=[O:20])[CH:28]=[CH:27][C:26]=1[O:32][C:33]1[CH:38]=[CH:37][N:36]=[C:35]([C:39]2[CH:44]=[CH:43][N:42]=[C:41]([CH3:45])[CH:40]=2)[CH:34]=1)[CH3:24]. The catalyst is C(Cl)Cl. (7) The reactants are [NH2:1][C@:2]12[CH2:37][CH2:36][C@@H:35]([C:38]([CH3:40])=[CH2:39])[C@@H:3]1[C@@H:4]1[C@@:17]([CH3:20])([CH2:18][CH2:19]2)[C@@:16]2([CH3:21])[C@@H:7]([C@:8]3([CH3:34])[C@@H:13]([CH2:14][CH2:15]2)[C:12]([CH3:23])([CH3:22])[C:11]([C:24]2[CH:33]=[CH:32][C:27]([C:28]([O:30][CH3:31])=[O:29])=[CH:26][CH:25]=2)=[CH:10][CH2:9]3)[CH2:6][CH2:5]1.Br[CH2:42][CH2:43][OH:44].P([O-])([O-])([O-])=O.[K+].[K+].[K+].[I-].[K+]. The catalyst is C(#N)C. The product is [OH:44][CH2:43][CH2:42][NH:1][C@:2]12[CH2:37][CH2:36][C@@H:35]([C:38]([CH3:40])=[CH2:39])[C@@H:3]1[C@@H:4]1[C@@:17]([CH3:20])([CH2:18][CH2:19]2)[C@@:16]2([CH3:21])[C@@H:7]([C@:8]3([CH3:34])[C@@H:13]([CH2:14][CH2:15]2)[C:12]([CH3:22])([CH3:23])[C:11]([C:24]2[CH:25]=[CH:26][C:27]([C:28]([O:30][CH3:31])=[O:29])=[CH:32][CH:33]=2)=[CH:10][CH2:9]3)[CH2:6][CH2:5]1. The yield is 0.860. (8) The reactants are [F:1][C:2]1[CH:7]=[CH:6][C:5]([C:8]2[N:9]=[C:10]([CH:13]([NH2:20])[CH2:14][CH2:15][CH2:16][CH2:17][CH2:18][CH3:19])[NH:11][CH:12]=2)=[CH:4][CH:3]=1.[C:21]1(=O)[CH2:26][CH2:25][CH2:24][CH2:23][CH2:22]1. No catalyst specified. The product is [F:1][C:2]1[CH:3]=[CH:4][C:5]([C:8]2[N:9]=[C:10]([CH:13]([NH:20][CH:21]3[CH2:26][CH2:25][CH2:24][CH2:23][CH2:22]3)[CH2:14][CH2:15][CH2:16][CH2:17][CH2:18][CH3:19])[NH:11][CH:12]=2)=[CH:6][CH:7]=1. The yield is 0.150. (9) The reactants are [Cl:1][C:2]1[CH:7]=[C:6]([Cl:8])[CH:5]=[CH:4][C:3]=1[C:9]1[N:10]=[C:11](/[C:16](/[F:31])=[CH:17]/[C:18]2[CH:23]=[CH:22][C:21]([C:24]3[CH:29]=[CH:28][C:27]([OH:30])=[CH:26][CH:25]=3)=[CH:20][CH:19]=2)[N:12]([CH2:14][CH3:15])[CH:13]=1.Br[CH2:33][CH2:34][CH2:35][C:36]([O:38]C)=[O:37]. No catalyst specified. The product is [Cl:1][C:2]1[CH:7]=[C:6]([Cl:8])[CH:5]=[CH:4][C:3]=1[C:9]1[N:10]=[C:11](/[C:16](/[F:31])=[CH:17]/[C:18]2[CH:23]=[CH:22][C:21]([C:24]3[CH:25]=[CH:26][C:27]([O:30][CH2:33][CH2:34][CH2:35][C:36]([OH:38])=[O:37])=[CH:28][CH:29]=3)=[CH:20][CH:19]=2)[N:12]([CH2:14][CH3:15])[CH:13]=1. The yield is 0.250.